Dataset: Full USPTO retrosynthesis dataset with 1.9M reactions from patents (1976-2016). Task: Predict the reactants needed to synthesize the given product. Given the product [CH:6]1([O:11][C:12]2[CH:13]=[CH:14][C:15]([CH2:16][NH2:17])=[CH:18][CH:19]=2)[CH2:7][CH2:8][CH2:9][CH2:10]1, predict the reactants needed to synthesize it. The reactants are: C1COCC1.[CH:6]1([O:11][C:12]2[CH:19]=[CH:18][C:15]([C:16]#[N:17])=[CH:14][CH:13]=2)[CH2:10][CH2:9][CH2:8][CH2:7]1.